Dataset: Reaction yield outcomes from USPTO patents with 853,638 reactions. Task: Predict the reaction yield, written as a fraction of the theoretical maximum amount of product (1.0 means a 100% yield; for example, 0.34 means a 34% yield). (1) The reactants are C(=O)([O-])[O-].[K+].[K+].C(O[C:10](=O)[O:11][C:12]1[C:21]2[C:22](=[O:37])[N:23]([CH2:26][C:27]3[CH:32]=[CH:31][C:30]([O:33][CH3:34])=[CH:29][C:28]=3[O:35][CH3:36])[C:24](=[O:25])[C:20]=2[C:19]([O:38][CH:39]([C:46]2[CH:51]=[CH:50][CH:49]=[CH:48][CH:47]=2)[C:40]2[CH:45]=[CH:44][CH:43]=[CH:42][CH:41]=2)=[C:18]2[C:13]=1[CH:14]=[CH:15][CH:16]=[N:17]2)C.O.IC. The catalyst is O1CCCC1.C(OCC)(=O)C. The product is [CH:39]([O:38][C:19]1[C:20]2[C:24](=[O:25])[N:23]([CH2:26][C:27]3[CH:32]=[CH:31][C:30]([O:33][CH3:34])=[CH:29][C:28]=3[O:35][CH3:36])[C:22](=[O:37])[C:21]=2[C:12]([O:11][CH3:10])=[C:13]2[C:18]=1[N:17]=[CH:16][CH:15]=[CH:14]2)([C:46]1[CH:51]=[CH:50][CH:49]=[CH:48][CH:47]=1)[C:40]1[CH:45]=[CH:44][CH:43]=[CH:42][CH:41]=1. The yield is 1.00. (2) The reactants are [N+:1]([C:4]1[CH:5]=[C:6]2[C:10](=[CH:11][CH:12]=1)[NH:9][CH:8]=[CH:7]2)([O-:3])=[O:2].[OH-].[Na+].CC1C=C[C:19]([CH3:22])=CC=1.C([O-])([O-])=O.[K+].[K+]. The catalyst is O. The product is [CH2:8]([N:9]([CH2:19][CH3:22])[CH2:10][CH2:6][N:9]1[C:10]2[C:6](=[CH:5][C:4]([N+:1]([O-:3])=[O:2])=[CH:12][CH:11]=2)[CH:7]=[CH:8]1)[CH3:7]. The yield is 0.560. (3) The reactants are Cl.[CH3:2][C:3]1[CH:12]=[C:11]([CH2:13][O:14][C:15]2[CH:20]=[CH:19][C:18]([S:21]([NH:24][C@H:25]3[CH2:29][NH:28][CH2:27][C@H:26]3[C:30]([O:32][C:33]([CH3:36])([CH3:35])[CH3:34])=[O:31])(=[O:23])=[O:22])=[CH:17][CH:16]=2)[C:10]2[C:5](=[CH:6][CH:7]=[CH:8][CH:9]=2)[N:4]=1.[CH2:37](Br)[C:38]#[CH:39]. No catalyst specified. The product is [CH3:2][C:3]1[CH:12]=[C:11]([CH2:13][O:14][C:15]2[CH:20]=[CH:19][C:18]([S:21]([NH:24][C@H:25]3[CH2:29][N:28]([CH2:39][C:38]#[CH:37])[CH2:27][C@H:26]3[C:30]([O:32][C:33]([CH3:36])([CH3:35])[CH3:34])=[O:31])(=[O:23])=[O:22])=[CH:17][CH:16]=2)[C:10]2[C:5](=[CH:6][CH:7]=[CH:8][CH:9]=2)[N:4]=1. The yield is 0.550.